From a dataset of Full USPTO retrosynthesis dataset with 1.9M reactions from patents (1976-2016). Predict the reactants needed to synthesize the given product. (1) Given the product [F:44][C@H:19]([C:13]1[C:14]([I:18])=[CH:15][CH:16]=[CH:17][C:12]=1[F:11])[C:20]([N:22]([C@H:24]([CH3:33])[C@H:25]([OH:32])[C:26]1[CH:31]=[CH:30][CH:29]=[CH:28][CH:27]=1)[CH3:23])=[O:21], predict the reactants needed to synthesize it. The reactants are: [Li+].[Cl-].[Li+].CC([N-]C(C)C)C.[F:11][C:12]1[CH:17]=[CH:16][CH:15]=[C:14]([I:18])[C:13]=1[CH2:19][C:20]([N:22]([C@H:24]([CH3:33])[C@H:25]([OH:32])[C:26]1[CH:31]=[CH:30][CH:29]=[CH:28][CH:27]=1)[CH3:23])=[O:21].C1C=CC(S(N(S(C2C=CC=CC=2)(=O)=O)[F:44])(=O)=O)=CC=1. (2) The reactants are: Cl[C:2]1[CH:7]=[CH:6][C:5]([NH:8][C:9]2[C:18]3[C:13](=[CH:14][C:15]([O:21][CH2:22][CH:23]4[O:25][CH2:24]4)=[C:16]([O:19][CH3:20])[CH:17]=3)[N:12]=[CH:11][N:10]=2)=[C:4]([F:26])[CH:3]=1.OC1C=C2C(C(NC3C=CC([Br:45])=CC=3F)=NC=N2)=CC=1OC.BrCC1OC1.C(=O)([O-])[O-].[K+].[K+]. Given the product [Br:45][C:2]1[CH:7]=[CH:6][C:5]([NH:8][C:9]2[C:18]3[C:13](=[CH:14][C:15]([O:21][CH2:22][CH:23]4[O:25][CH2:24]4)=[C:16]([O:19][CH3:20])[CH:17]=3)[N:12]=[CH:11][N:10]=2)=[C:4]([F:26])[CH:3]=1, predict the reactants needed to synthesize it.